This data is from Reaction yield outcomes from USPTO patents with 853,638 reactions. The task is: Predict the reaction yield, written as a fraction of the theoretical maximum amount of product (1.0 means a 100% yield; for example, 0.34 means a 34% yield). (1) The reactants are [Cl:1][C:2]1[C:10]([O:11][CH3:12])=[CH:9][C:5]([C:6]([OH:8])=O)=[CH:4][N:3]=1.S(Cl)(Cl)=O.C([N:19]([CH2:22][CH3:23])[CH2:20][CH3:21])C.C1N2CN3CN(C2)CN1C3.[CH3:34][C:35](OC)(C)C. No catalyst specified. The product is [N:19]1([C:6]([C:5]2[CH:4]=[N:3][C:2]([Cl:1])=[C:10]([O:11][CH3:12])[CH:9]=2)=[O:8])[CH2:20][CH2:21][CH2:35][CH2:34][CH2:23][CH2:22]1. The yield is 1.00. (2) The reactants are [Cl:1][C:2]1[C:9]([CH3:10])=[C:8]([NH:11][C@@H:12]([C:16]2[O:17][C:18]([C:21]3[CH:26]=[CH:25][C:24]([OH:27])=[CH:23][CH:22]=3)=[N:19][N:20]=2)[C@@H:13]([OH:15])[CH3:14])[CH:7]=[CH:6][C:3]=1[C:4]#[N:5].C[O-].[Na+:30].N1C=CC=CC=1.[S:37](=[O:40])(=[O:39])=[O:38]. The catalyst is C1COCC1. The product is [S:37]([O-:40])([O:27][C:24]1[CH:23]=[CH:22][C:21]([C:18]2[O:17][C:16]([C@H:12]([NH:11][C:8]3[CH:7]=[CH:6][C:3]([C:4]#[N:5])=[C:2]([Cl:1])[C:9]=3[CH3:10])[C@@H:13]([OH:15])[CH3:14])=[N:20][N:19]=2)=[CH:26][CH:25]=1)(=[O:39])=[O:38].[Na+:30]. The yield is 0.680. (3) The reactants are [CH2:1]([S:3]([C:6]1[CH:11]=[CH:10][C:9]([CH3:12])=[CH:8][CH:7]=1)(=[O:5])=[O:4])[CH3:2].[Br:13]N1C(=O)CCC1=O.N(C(C)(C)C#N)=NC(C)(C)C#N. The product is [Br:13][CH2:12][C:9]1[CH:10]=[CH:11][C:6]([S:3]([CH2:1][CH3:2])(=[O:5])=[O:4])=[CH:7][CH:8]=1. The catalyst is C(Cl)(Cl)(Cl)Cl. The yield is 0.980. (4) The reactants are C([O:9][C:10]1[C:11]([CH3:17])=[N:12][N:13]([CH3:16])[C:14]=1[CH3:15])(=O)C1C=CC=CC=1.[OH-].[Na+]. The catalyst is C(O)C. The product is [CH3:16][N:13]1[C:14]([CH3:15])=[C:10]([OH:9])[C:11]([CH3:17])=[N:12]1. The yield is 0.780.